This data is from Full USPTO retrosynthesis dataset with 1.9M reactions from patents (1976-2016). The task is: Predict the reactants needed to synthesize the given product. (1) Given the product [CH:10]1[C:9]2[C:8]3[O:7][C:6]4[CH:15]=[CH:16][CH:17]=[CH:18][C:5]=4[C:4]=3[CH:3]=[C:2]([B:24]([OH:27])[OH:25])[C:14]=2[CH:13]=[CH:12][CH:11]=1, predict the reactants needed to synthesize it. The reactants are: Br[C:2]1[C:14]2[CH:13]=[CH:12][CH:11]=[CH:10][C:9]=2[C:8]2[O:7][C:6]3[CH:15]=[CH:16][CH:17]=[CH:18][C:5]=3[C:4]=2[CH:3]=1.[Li]CCCC.[B:24](OC)([O:27]C)[O:25]C. (2) Given the product [CH2:1]([O:3][C:4](=[O:28])[CH2:5][CH:6]1[O:10][B:9]([OH:11])[C:8]2[CH:12]=[C:13]([O:16][C:17]3[CH:22]=[CH:21][CH:20]=[C:19]([CH:23]=[O:24])[CH:18]=3)[CH:14]=[CH:15][C:7]1=2)[CH3:2], predict the reactants needed to synthesize it. The reactants are: [CH2:1]([O:3][C:4](=[O:28])[CH2:5][CH:6]1[O:10][B:9]([OH:11])[C:8]2[CH:12]=[C:13]([O:16][C:17]3[CH:22]=[CH:21][CH:20]=[C:19]([CH:23]4OCC[O:24]4)[CH:18]=3)[CH:14]=[CH:15][C:7]1=2)[CH3:2].C(O)(=O)C. (3) Given the product [CH2:30]([NH:8][CH2:9][CH2:10][CH2:11][S:12][C:13]1[N:17]([CH2:18][C:19]([OH:21])=[O:20])[C:16]2[CH:26]=[CH:27][CH:28]=[CH:29][C:15]=2[N:14]=1)[CH2:31][C:32]1[CH:33]=[CH:34][CH:35]=[CH:36][CH:37]=1, predict the reactants needed to synthesize it. The reactants are: C(OC([N:8]([CH2:30][CH2:31][C:32]1[CH:37]=[CH:36][CH:35]=[CH:34][CH:33]=1)[CH2:9][CH2:10][CH2:11][S:12][C:13]1[N:17]([CH2:18][C:19]([O:21]C(C)(C)C)=[O:20])[C:16]2[CH:26]=[CH:27][CH:28]=[CH:29][C:15]=2[N:14]=1)=O)(C)(C)C.